Dataset: Forward reaction prediction with 1.9M reactions from USPTO patents (1976-2016). Task: Predict the product of the given reaction. Given the reactants OC1C=C2C(CCC(=O)O2)=CC=1.[NH2:13][C:14]1[CH:19]=[CH:18][C:17](/[CH:20]=[CH:21]/[C:22]([O:24][CH3:25])=[O:23])=[C:16]([CH3:26])[CH:15]=1, predict the reaction product. The product is: [NH2:13][C:14]1[CH:19]=[CH:18][C:17]([CH2:20][CH2:21][C:22]([O:24][CH3:25])=[O:23])=[C:16]([CH3:26])[CH:15]=1.